This data is from Full USPTO retrosynthesis dataset with 1.9M reactions from patents (1976-2016). The task is: Predict the reactants needed to synthesize the given product. Given the product [Br:1][C:2]1[CH:3]=[CH:4][C:5]([Cl:20])=[C:6]([CH2:8][C:10]2[CH:15]=[CH:14][C:13]([O:16][CH3:17])=[C:12]([F:18])[C:11]=2[F:19])[CH:7]=1, predict the reactants needed to synthesize it. The reactants are: [Br:1][C:2]1[CH:3]=[CH:4][C:5]([Cl:20])=[C:6]([C:8]([C:10]2[CH:15]=[CH:14][C:13]([O:16][CH3:17])=[C:12]([F:18])[C:11]=2[F:19])=O)[CH:7]=1.B(F)(F)F.CCOCC.C(OCC)(=O)C.C(=O)(O)[O-].